This data is from Kir2.1 potassium channel HTS with 301,493 compounds. The task is: Binary Classification. Given a drug SMILES string, predict its activity (active/inactive) in a high-throughput screening assay against a specified biological target. (1) The molecule is S1(=O)(=O)N(C(=CC(=N1)c1ccc(cc1)C)C(=O)NCc1ccc(OC)cc1)C. The result is 0 (inactive). (2) The molecule is Clc1sc(S(=O)(=O)Nc2c3c([nH]c2C(O)=O)ccc(OC)c3)cc1. The result is 0 (inactive).